Dataset: NCI-60 drug combinations with 297,098 pairs across 59 cell lines. Task: Regression. Given two drug SMILES strings and cell line genomic features, predict the synergy score measuring deviation from expected non-interaction effect. (1) Drug 1: C1=CC(=CC=C1CC(C(=O)O)N)N(CCCl)CCCl.Cl. Drug 2: CC1=C2C(C(=O)C3(C(CC4C(C3C(C(C2(C)C)(CC1OC(=O)C(C(C5=CC=CC=C5)NC(=O)OC(C)(C)C)O)O)OC(=O)C6=CC=CC=C6)(CO4)OC(=O)C)O)C)O. Cell line: RXF 393. Synergy scores: CSS=21.0, Synergy_ZIP=-9.00, Synergy_Bliss=-6.33, Synergy_Loewe=-18.0, Synergy_HSA=-5.14. (2) Drug 1: C1C(C(OC1N2C=NC3=C(N=C(N=C32)Cl)N)CO)O. Drug 2: CC12CCC3C(C1CCC2O)C(CC4=C3C=CC(=C4)O)CCCCCCCCCS(=O)CCCC(C(F)(F)F)(F)F. Cell line: MDA-MB-435. Synergy scores: CSS=16.9, Synergy_ZIP=-8.27, Synergy_Bliss=0.472, Synergy_Loewe=-11.1, Synergy_HSA=-1.93.